This data is from Catalyst prediction with 721,799 reactions and 888 catalyst types from USPTO. The task is: Predict which catalyst facilitates the given reaction. Reactant: [CH3:1][S:2]([C:5]1[CH:10]=[C:9]([C:11]2[CH:16]=[CH:15][N:14]=[CH:13][CH:12]=2)[CH:8]=[CH:7][C:6]=1[NH2:17])(=[O:4])=[O:3].N1[CH:23]=[CH:22][CH:21]=[CH:20][CH:19]=1. Product: [CH3:1][S:2]([C:5]1[CH:10]=[C:9]([C:11]2[CH:12]=[CH:13][N:14]=[CH:15][CH:16]=2)[CH:8]=[CH:7][C:6]=1[NH:17][S:2]([C:19]1[CH:9]=[CH:10][C:5]2[C:21](=[CH:22][CH:23]=[CH:7][CH:6]=2)[CH:20]=1)(=[O:4])=[O:3])(=[O:4])=[O:3]. The catalyst class is: 4.